From a dataset of Full USPTO retrosynthesis dataset with 1.9M reactions from patents (1976-2016). Predict the reactants needed to synthesize the given product. (1) Given the product [Cl:1][C:2]1[C:10]([O:11][C:12]([C:15]#[N:16])([CH3:14])[CH3:13])=[CH:9][CH:8]=[CH:7][C:3]=1[C:4]([Cl:25])=[O:5], predict the reactants needed to synthesize it. The reactants are: [Cl:1][C:2]1[C:10]([O:11][C:12]([C:15]#[N:16])([CH3:14])[CH3:13])=[CH:9][CH:8]=[CH:7][C:3]=1[C:4](O)=[O:5].CN(C)C=O.C(Cl)(=O)C([Cl:25])=O. (2) Given the product [NH2:29][CH2:28][C@H:15]1[CH2:16][C@@H:17]([O:20][Si:21]([C:24]([CH3:27])([CH3:26])[CH3:25])([CH3:23])[CH3:22])[CH2:18][CH2:19][C@@:14]1([CH:13]1[CH2:12][CH2:11][C@@:10]2([CH3:33])[CH:6]([CH2:7][CH2:8][C:9]32[O:37][CH2:36][CH2:35][O:34]3)[C@@H:5]1[OH:4])[CH3:32], predict the reactants needed to synthesize it. The reactants are: C([O:4][C@@H:5]1[CH:13]([C@@:14]2([CH3:32])[CH2:19][CH2:18][C@H:17]([O:20][Si:21]([C:24]([CH3:27])([CH3:26])[CH3:25])([CH3:23])[CH3:22])[CH2:16][C@@H:15]2[CH2:28][N:29]=[N+]=[N-])[CH2:12][CH2:11][C@@:10]2([CH3:33])[CH:6]1[CH2:7][CH2:8][C:9]12[O:37][CH2:36][CH2:35][O:34]1)(=O)C.[H-].[H-].[H-].[H-].[Li+].[Al+3].